This data is from Experimentally validated miRNA-target interactions with 360,000+ pairs, plus equal number of negative samples. The task is: Binary Classification. Given a miRNA mature sequence and a target amino acid sequence, predict their likelihood of interaction. (1) The miRNA is hsa-miR-6792-3p with sequence CUCCUCCACAGCCCCUGCUCAU. The protein sequence of the target gene is MADKMVRTPKCSRCRNHGFLVPVKGHAGKCRWKQCLCEKCYLISERQKIMAAQKVLKTQAAEEEQEAALCAQGPKQASGAAAAAPAPVPVPAASLRPLSPGTPSGDADPGPEGRAAACFFEQPPRGRNPGPRALQPVLGGRSHVEPSERAAVAMPSLAGPPFGAEAAGSGYPGPLDLRRPMRTVPGPLFTDFVRPLNINPDRALGPEYPGGSSMHPYCPFPLGYLDAPPGVPLQQGFRHVSRSQYQGGGLVSEPGGDFQPSYYLPPPPPPLPPLPPLPPQPQFLPPGYLSALHFLPPPPP.... Result: 1 (interaction). (2) The miRNA is hsa-miR-3621 with sequence CGCGGGUCGGGGUCUGCAGG. The protein sequence of the target gene is MEGESVKLSSQTLIQAGDDEKNQRTITVNPAHMGKAFKVMNELRSKQLLCDVMIVAEDVEIEAHRVVLAACSPYFCAMFTGDMSESKAKKIEIKDVDGQTLSKLIDYIYTAEIEVTEENVQVLLPAASLLQLMDVRQNCCDFLQSQLHPTNCLGIRAFADVHTCTDLLQQANAYAEQHFPEVMLGEEFLSLSLDQVCSLISSDKLTVSSEEKVFEAVISWINYEKETRLEHMAKLMEHVRLPLLPRDYLVQTVEEEALIKNNNTCKDFLIEAMKYHLLPLDQRLLIKNPRTKPRTPVSLP.... Result: 0 (no interaction). (3) The miRNA is hsa-miR-6883-5p with sequence AGGGAGGGUGUGGUAUGGAUGU. The protein sequence of the target gene is MGKKVAIIGAGVSGLASIRSCLEEGLEPTCFEKSNDIGGLWKFSDHAEEGRASIYKSVFSNSSKEMMCFPDFPFPDDFPNFMHNSKIQEYIIAFAKEKNLLKYIQFKTFVSSVNKHPDFATTGQWDVTTERDGKKESAVFDAVMVCSGHHVYPNLPKESFPGLNHFKGKCFHSRDYKEPGVFNGKRVLVVGLGNSGCDIATELSRTAEQVMISSRSGSWVMSRVWDNGYPWDMLLVTRFGTFLKNNLPTAISDWLYVKQMNARFKHENYGLMPLNGVLRKEPVFNDELPASILCGIVSVK.... Result: 0 (no interaction). (4) The miRNA is hsa-miR-484 with sequence UCAGGCUCAGUCCCCUCCCGAU. The protein sequence of the target gene is MNRSSNVPRKGILKSGTRSLQKVRRVHFANARNARSLLSMLKDISAQIIQRAWLSHTNKMIFRLLKHAICAAEFYVTHEILKKVAPLEAKLIKDPTMQCKIRFRFRGETFPPFIVFKIFLHTDGHGYKYFSGKNVLMPSSKAVDDACKLMGERKFHRIIMEDERIFPKSKVTDIMDVVTMQDYVQYRSFFDEAPAFSGGRNNSWRKLNLENIPRTMLMYDIVHYSESGVISNRLRNEMKFLLQRPVTQEIHKHQLRIVSEIRGPYLTVQPLYRPYKQQNQVKFLGRRSKQAQMKVEKMRK.... Result: 0 (no interaction). (5) The protein sequence of the target gene is MENSSAASASSEAGSSRSQEIEELERFIDSYVLEYQVQGLLTDKTEGDGESQRTQSHISQWTADCREQLDGSCSFSRGRAPPQQNGNKDNSLDMLGTDIWAANTFDSFSGATWDLQPEKLDFTQFHRKVRHTPKQPLPHIDREGCGKGKLEDGDGISLNDIEKVLPTWQGYHPMPHEAEIAHTKKLFRRRRNDRRRQQRPPGGNKPQQHGDHQPGSAKHNRDHQKSYQGGSGPHPSGRPTHHGYSQNRRWHHGNMKHPPGDKGEAGSHRNAKETVTVENPKLEDGPGDTGHSGLEPPCSP.... The miRNA is mmu-miR-466m-3p with sequence UACAUACACACAUACACACGCA. Result: 1 (interaction). (6) The miRNA is hsa-miR-1296-5p with sequence UUAGGGCCCUGGCUCCAUCUCC. The protein sequence of the target gene is MMDIYVCLKRPSWMVDNKRMRTASNFQWLLSTFILLYLMNQVNSQKKGAPHDLKCVTNNLQVWNCSWKAPSGTGRGTDYEVCIENRSRSCYQLEKTSIKIPALSHGDYEITINSLHDFGSSTSKFTLNEQNVSLIPDTPEILNLSADFSTSTLYLKWNDRGSVFPHRSNVIWEIKVLRKESMELVKLVTHNTTLNGKDTLHHWSWASDMPLECAIHFVEIRCYIDNLHFSGLEEWSDWSPVKNISWIPDSQTKVFPQDKVILVGSDITFCCVSQEKVLSALIGHTNCPLIHLDGENVAIK.... Result: 1 (interaction). (7) The miRNA is hsa-miR-4524a-3p with sequence UGAGACAGGCUUAUGCUGCUAU. The protein sequence of the target gene is MGRVVAELVSSLLGLWLLLCSCGCPEGAELRAPPDKIAIIGAGIGGTSAAYYLRQKFGKDVKIDLFEREEVGGRLATMMVQGQEYEAGGSVIHPLNLHMKRFVKDLGLSAVQASGGLLGIYNGETLVFEESNWFIINVIKLVWRYGFQSLRMHMWVEDVLDKFMRIYRYQSHDYAFSSVEKLLHALGGDDFLGMLNRTLLETLQKAGFSEKFLNEMIAPVMRVNYGQSTDINAFVGAVSLSCSDSGLWAVEGGNKLVCSGLLQASKSNLISGSVMYIEEKTKTKYTGNPTKMYEVVYQIG.... Result: 1 (interaction).